This data is from Full USPTO retrosynthesis dataset with 1.9M reactions from patents (1976-2016). The task is: Predict the reactants needed to synthesize the given product. (1) Given the product [CH2:1]([O:3][C:4]([C:6]1[C:15](=[O:16])[C:14]2[C:9](=[C:10](/[CH:19]=[CH:20]\[CH2:21][CH:22]3[CH2:26][C@@H:25]([CH2:27][NH:28][C:29]([O:31][C:32]([CH3:35])([CH3:34])[CH3:33])=[O:30])[CH2:24][N:23]3[C:36]([O:38][C:39]([CH3:42])([CH3:41])[CH3:40])=[O:37])[C:11]([F:18])=[C:12]([F:17])[CH:13]=2)[N:8]([CH:43]2[CH2:44][CH2:45]2)[CH:7]=1)=[O:5])[CH3:2], predict the reactants needed to synthesize it. The reactants are: [CH2:1]([O:3][C:4]([C:6]1[C:15](=[O:16])[C:14]2[C:9](=[C:10]([C:19]#[C:20][CH2:21][CH:22]3[CH2:26][C@@H:25]([CH2:27][NH:28][C:29]([O:31][C:32]([CH3:35])([CH3:34])[CH3:33])=[O:30])[CH2:24][N:23]3[C:36]([O:38][C:39]([CH3:42])([CH3:41])[CH3:40])=[O:37])[C:11]([F:18])=[C:12]([F:17])[CH:13]=2)[N:8]([CH:43]2[CH2:45][CH2:44]2)[CH:7]=1)=[O:5])[CH3:2].C(O)C.C(N(CC)CC)C. (2) The reactants are: [CH3:1][C:2]1[CH:3]=[C:4]2[C:8](=[CH:9][C:10]=1[CH3:11])[C:7](=[O:12])[N:6]([C:13]1[CH:14]=[N:15][CH:16]=[CH:17][CH:18]=1)[CH:5]2[CH2:19][CH2:20][OH:21].[C:22](Cl)(=[O:25])[CH2:23][CH3:24].C(N(CC)CC)C. Given the product [CH3:1][C:2]1[CH:3]=[C:4]2[C:8](=[CH:9][C:10]=1[CH3:11])[C:7](=[O:12])[N:6]([C:13]1[CH:14]=[N:15][CH:16]=[CH:17][CH:18]=1)[CH:5]2[CH2:19][CH2:20][O:21][C:22]([CH2:23][CH3:24])=[O:25], predict the reactants needed to synthesize it. (3) Given the product [Cl:23][C:24]1[CH:25]=[C:26]([CH2:36][C:37]2[O:41][C:40]([C:42]([NH:44][C:45]3[CH:46]=[CH:47][C:48]([CH:51]=[O:52])=[CH:49][CH:50]=3)=[O:43])=[CH:39][CH:38]=2)[C:27]2[O:31][C:30]([CH:32]([CH3:33])[CH3:34])=[CH:29][C:28]=2[CH:35]=1, predict the reactants needed to synthesize it. The reactants are: CC(OI1(OC(C)=O)(OC(C)=O)OC(=O)C2C=CC=CC1=2)=O.[Cl:23][C:24]1[CH:25]=[C:26]([CH2:36][C:37]2[O:41][C:40]([C:42]([NH:44][C:45]3[CH:50]=[CH:49][C:48]([CH2:51][OH:52])=[CH:47][CH:46]=3)=[O:43])=[CH:39][CH:38]=2)[C:27]2[O:31][C:30]([CH:32]([CH3:34])[CH3:33])=[CH:29][C:28]=2[CH:35]=1. (4) Given the product [CH3:1][C@@H:2]1[O:9][C:7](=[O:8])[C@H:6]([CH3:10])[O:5][C:3]1=[O:4].[C:11]1(=[O:18])[O:17][CH2:16][CH2:15][CH2:14][CH2:13][CH2:12]1, predict the reactants needed to synthesize it. The reactants are: [CH3:1][C@@H:2]1[O:9][C:7](=[O:8])[C@H:6]([CH3:10])[O:5][C:3]1=[O:4].[C:11]1(=[O:18])[O:17][CH2:16][CH2:15][CH2:14][CH2:13][CH2:12]1.N(CCO)(CCO)CCO.